Dataset: Forward reaction prediction with 1.9M reactions from USPTO patents (1976-2016). Task: Predict the product of the given reaction. (1) Given the reactants [N:1]1[C:10]2[C:5](=[CH:6][C:7](/[CH:11]=[C:12]3/[C:13](=[O:18])[NH:14][C:15](=[S:17])[S:16]/3)=[CH:8][CH:9]=2)[CH:4]=[CH:3][CH:2]=1.IC.[CH:21](N(CC)C(C)C)(C)C.O, predict the reaction product. The product is: [CH3:21][S:17][C:15]1[S:16]/[C:12](=[CH:11]\[C:7]2[CH:6]=[C:5]3[C:10](=[CH:9][CH:8]=2)[N:1]=[CH:2][CH:3]=[CH:4]3)/[C:13](=[O:18])[N:14]=1. (2) Given the reactants [C:1]([N:8]1[CH2:13][CH2:12][NH:11][CH2:10][C@H:9]1[CH2:14][OH:15])([O:3][C:4]([CH3:7])([CH3:6])[CH3:5])=[O:2].C([O-])(O)=O.[Na+].Cl[C:22]([O:24][CH2:25][C:26]1[CH:31]=[CH:30][CH:29]=[CH:28][CH:27]=1)=[O:23], predict the reaction product. The product is: [C:4]([O:3][C:1]([N:8]1[CH2:13][CH2:12][N:11]([C:22]([O:24][CH2:25][C:26]2[CH:31]=[CH:30][CH:29]=[CH:28][CH:27]=2)=[O:23])[CH2:10][C@H:9]1[CH2:14][OH:15])=[O:2])([CH3:7])([CH3:6])[CH3:5].